Dataset: Catalyst prediction with 721,799 reactions and 888 catalyst types from USPTO. Task: Predict which catalyst facilitates the given reaction. Reactant: CC(OI1(OC(C)=O)(OC(C)=O)OC(=O)C2C1=CC=CC=2)=O.[OH:23][CH:24]([C:26]1[N:31]=[C:30]([CH2:32][CH:33]([CH3:46])[CH2:34][O:35]/[N:36]=[C:37](/[C:39]2[CH:44]=[CH:43][CH:42]=[C:41]([CH3:45])[N:40]=2)\[CH3:38])[CH:29]=[CH:28][CH:27]=1)[CH3:25].C(=O)([O-])O.[Na+].S([O-])([O-])(=O)=S.[Na+].[Na+]. Product: [CH3:46][CH:33]([CH2:34][O:35]/[N:36]=[C:37](/[C:39]1[CH:44]=[CH:43][CH:42]=[C:41]([CH3:45])[N:40]=1)\[CH3:38])[CH2:32][C:30]1[N:31]=[C:26]([C:24](=[O:23])[CH3:25])[CH:27]=[CH:28][CH:29]=1. The catalyst class is: 4.